From a dataset of Full USPTO retrosynthesis dataset with 1.9M reactions from patents (1976-2016). Predict the reactants needed to synthesize the given product. (1) The reactants are: C(N(CC)C(C)C)(C)C.[CH3:10][O:11][CH2:12]Cl.ClCCl.[F:17][C:18]1[CH:19]=[C:20]([CH:23]=[CH:24][C:25]=1[OH:26])[CH:21]=[O:22]. Given the product [F:17][C:18]1[CH:19]=[C:20]([CH:23]=[CH:24][C:25]=1[O:26][CH2:10][O:11][CH3:12])[CH:21]=[O:22], predict the reactants needed to synthesize it. (2) Given the product [NH2:4][C:3]1[C:2]([Cl:1])=[CH:8][CH:7]=[CH:6][C:5]=1[C:15](=[O:22])[CH2:14][Cl:13], predict the reactants needed to synthesize it. The reactants are: [Cl:1][C:2]1[CH:8]=[CH:7][CH:6]=[CH:5][C:3]=1[NH2:4].B(Cl)(Cl)Cl.[Cl:13][CH2:14][C:15]#N.[Cl-].[Cl-].[Cl-].[Al+3].Cl.[OH-:22].[Na+]. (3) The reactants are: C([NH:11][CH2:12][CH2:13][CH2:14][CH2:15][C:16]1[CH:21]=[CH:20][C:19](OCCOC)=[CH:18][CH:17]=1)(OCC1C=CC=CC=1)=O.[C:27](O)(=[O:29])C.[H][H].[CH2:33]([OH:35])[CH3:34]. Given the product [O:35]([CH:15]([C:16]1[CH:17]=[CH:18][CH:19]=[CH:20][CH:21]=1)[CH2:14][CH2:13][CH2:12][NH2:11])[CH2:33][CH2:34][O:29][CH3:27], predict the reactants needed to synthesize it. (4) Given the product [C:11]([O:15][C:16]([N:18]1[CH2:23][CH2:22][N:21]([C:2]2[C:6]3[CH:7]=[CH:8][CH:9]=[CH:10][C:5]=3[O:4][N:3]=2)[CH2:20][CH2:19]1)=[O:17])([CH3:14])([CH3:12])[CH3:13], predict the reactants needed to synthesize it. The reactants are: Cl[C:2]1[C:6]2[CH:7]=[CH:8][CH:9]=[CH:10][C:5]=2[O:4][N:3]=1.[C:11]([O:15][C:16]([N:18]1[CH2:23][CH2:22][NH:21][CH2:20][CH2:19]1)=[O:17])([CH3:14])([CH3:13])[CH3:12].C1CCN2C(=NCCC2)CC1.